This data is from Forward reaction prediction with 1.9M reactions from USPTO patents (1976-2016). The task is: Predict the product of the given reaction. (1) Given the reactants Cl[C:2]1[CH:10]=[CH:9][C:8]([C:11]2[C:12]([C@@H:23]([NH:33][C:34](=[O:40])[O:35][C:36]([CH3:39])([CH3:38])[CH3:37])[CH2:24][C:25]3[CH:30]=[C:29]([F:31])[CH:28]=[C:27]([F:32])[CH:26]=3)=[N:13][C:14]([C:17]#[C:18][C:19]([OH:22])([CH3:21])[CH3:20])=[CH:15][CH:16]=2)=[C:7]2[C:3]=1[C:4]([NH:42][S:43]([CH3:46])(=[O:45])=[O:44])=[N:5][N:6]2[CH3:41].[CH3:47]N1C2C(=C(C)C=CC=2B2OC(C)(C)C(C)(C)O2)C(NS(C)(=O)=O)=N1, predict the reaction product. The product is: [F:31][C:29]1[CH:30]=[C:25]([CH2:24][C@H:23]([NH:33][C:34](=[O:40])[O:35][C:36]([CH3:37])([CH3:39])[CH3:38])[C:12]2[C:11]([C:8]3[CH:9]=[CH:10][C:2]([CH3:47])=[C:3]4[C:7]=3[N:6]([CH3:41])[N:5]=[C:4]4[NH:42][S:43]([CH3:46])(=[O:45])=[O:44])=[CH:16][CH:15]=[C:14]([C:17]#[C:18][C:19]([OH:22])([CH3:20])[CH3:21])[N:13]=2)[CH:26]=[C:27]([F:32])[CH:28]=1. (2) Given the reactants [Cl:1][C:2]1[N:3]=[N:4][C:5]([C:8]#[C:9][CH2:10][CH2:11][N:12]2[CH:16]=[CH:15][N:14]=[N:13]2)=[CH:6][CH:7]=1.O, predict the reaction product. The product is: [Cl:1][C:2]1[N:3]=[N:4][C:5]([CH2:8][CH2:9][CH2:10][CH2:11][N:12]2[CH:16]=[CH:15][N:14]=[N:13]2)=[CH:6][CH:7]=1. (3) Given the reactants [F:1][C:2]1([F:29])[CH2:6][C@H:5]([NH:7][C:8](=[O:20])[C:9]2[CH:14]=[CH:13][CH:12]=[CH:11][C:10]=2[N:15]2[N:19]=[CH:18][CH:17]=[N:16]2)[C@@H:4]([NH:21]S(C(C)(C)C)(=O)=O)[CH2:3]1.C1(OC)C=CC=CC=1.FC(F)(F)S(O)(=O)=O, predict the reaction product. The product is: [NH2:21][C@H:4]1[CH2:3][C:2]([F:29])([F:1])[CH2:6][C@@H:5]1[NH:7][C:8](=[O:20])[C:9]1[CH:14]=[CH:13][CH:12]=[CH:11][C:10]=1[N:15]1[N:16]=[CH:17][CH:18]=[N:19]1. (4) Given the reactants [CH:1]([Cl:4])([Cl:3])[Cl:2].[CH3:5][C@H:6]1[CH2:11][C:10](=[O:12])[CH2:9][CH2:8][N:7]1[C:13]([O:15][CH2:16][C:17]1[CH:22]=[CH:21][CH:20]=[CH:19][CH:18]=1)=[O:14].[Cl-].[Mg+2].[Cl-].C[Si]([N-][Si](C)(C)C)(C)C.[Li+], predict the reaction product. The product is: [OH:12][C@@:10]1([C:1]([Cl:4])([Cl:3])[Cl:2])[CH2:9][CH2:8][N:7]([C:13]([O:15][CH2:16][C:17]2[CH:22]=[CH:21][CH:20]=[CH:19][CH:18]=2)=[O:14])[C@@H:6]([CH3:5])[CH2:11]1. (5) Given the reactants [C:1]12([C:11]([O:13][CH2:14][C:15]([F:21])([F:20])[S:16]([O-:19])(=[O:18])=[O:17])=[O:12])[CH2:10][CH:5]3[CH2:6][CH:7]([CH2:9][CH:3]([CH2:4]3)[CH2:2]1)[CH2:8]2.[Na+].[Cl-].[C:24]1([S+:30]([C:37]2[CH:42]=[CH:41][CH:40]=[CH:39][CH:38]=2)[C:31]2[CH:36]=[CH:35][CH:34]=[CH:33][CH:32]=2)[CH:29]=[CH:28][CH:27]=[CH:26][CH:25]=1, predict the reaction product. The product is: [C:1]12([C:11]([O:13][CH2:14][C:15]([F:21])([F:20])[S:16]([O-:19])(=[O:17])=[O:18])=[O:12])[CH2:10][CH:5]3[CH2:4][CH:3]([CH2:9][CH:7]([CH2:6]3)[CH2:8]1)[CH2:2]2.[C:37]1([S+:30]([C:24]2[CH:25]=[CH:26][CH:27]=[CH:28][CH:29]=2)[C:31]2[CH:36]=[CH:35][CH:34]=[CH:33][CH:32]=2)[CH:38]=[CH:39][CH:40]=[CH:41][CH:42]=1. (6) Given the reactants [CH2:1]([O:8][C:9]1[CH:10]=[C:11]2[C:15](=[CH:16][CH:17]=1)[N:14]1[CH2:18][CH2:19][C:20](C(OCC)=O)=[C:21]([OH:22])[C:13]1=[CH:12]2)[C:2]1[CH:7]=[CH:6][CH:5]=[CH:4][CH:3]=1, predict the reaction product. The product is: [CH2:1]([O:8][C:9]1[CH:10]=[C:11]2[C:15](=[CH:16][CH:17]=1)[N:14]1[CH2:18][CH2:19][CH2:20][C:21](=[O:22])[C:13]1=[CH:12]2)[C:2]1[CH:3]=[CH:4][CH:5]=[CH:6][CH:7]=1. (7) Given the reactants [F:1][C:2]1[CH:27]=[C:26]([F:28])[CH:25]=[CH:24][C:3]=1[O:4][C:5]1[C:6]([C:15]2[CH:16]=[C:17]([CH3:23])[C:18](=[O:22])[N:19]([CH3:21])[CH:20]=2)=[N:7][C:8](S(C)(=O)=O)=[N:9][CH:10]=1.[CH3:29][S:30]([NH2:33])(=[O:32])=[O:31], predict the reaction product. The product is: [F:1][C:2]1[CH:27]=[C:26]([F:28])[CH:25]=[CH:24][C:3]=1[O:4][C:5]1[C:6]([C:15]2[CH:16]=[C:17]([CH3:23])[C:18](=[O:22])[N:19]([CH3:21])[CH:20]=2)=[N:7][C:8]([NH:33][S:30]([CH3:29])(=[O:32])=[O:31])=[N:9][CH:10]=1.